From a dataset of Catalyst prediction with 721,799 reactions and 888 catalyst types from USPTO. Predict which catalyst facilitates the given reaction. (1) Reactant: [NH2:1][C:2]1[CH2:7][CH2:6][N:5]([CH2:8][C:9]2[CH:14]=[CH:13][CH:12]=[CH:11][CH:10]=2)[CH2:4][C:3]=1[C:15]([O:17][CH2:18][CH3:19])=[O:16].FC(F)(F)C(O)=O.[BH4-].[Na+].[OH-].[Na+]. Product: [NH2:1][CH:2]1[CH2:7][CH2:6][N:5]([CH2:8][C:9]2[CH:10]=[CH:11][CH:12]=[CH:13][CH:14]=2)[CH2:4][CH:3]1[C:15]([O:17][CH2:18][CH3:19])=[O:16]. The catalyst class is: 30. (2) Reactant: [Cl:1][C:2]1[N:7]=[CH:6][C:5]([NH:8][CH3:9])=[C:4]([I:10])[CH:3]=1.C[Si]([N-][Si](C)(C)C)(C)C.[Li+].[F:21][C:22]([F:37])([F:36])[C:23]1[CH:24]=[C:25]([CH:29]=[C:30]([C:32]([F:35])([F:34])[F:33])[CH:31]=1)[C:26](Cl)=[O:27].O. Product: [Cl:1][C:2]1[N:7]=[CH:6][C:5]([N:8]([CH3:9])[C:26](=[O:27])[C:25]2[CH:24]=[C:23]([C:22]([F:37])([F:36])[F:21])[CH:31]=[C:30]([C:32]([F:35])([F:34])[F:33])[CH:29]=2)=[C:4]([I:10])[CH:3]=1. The catalyst class is: 49. (3) Reactant: [OH:1][C:2]([CH:5]1[CH2:10][N:9](C(OC(C)(C)C)=O)[CH2:8][CH2:7][N:6]1C(OC(C)(C)C)=O)([CH3:4])[CH3:3].[ClH:25]. Product: [ClH:25].[ClH:25].[NH:6]1[CH2:7][CH2:8][NH:9][CH2:10][CH:5]1[C:2]([OH:1])([CH3:4])[CH3:3]. The catalyst class is: 5. (4) Reactant: [C:1](Cl)(=[O:6])[CH2:2][CH2:3][CH:4]=[CH2:5].[NH2:8][C@@H:9]([CH2:13][S:14][C:15]([C:28]1[CH:33]=[CH:32][CH:31]=[CH:30][CH:29]=1)([C:22]1[CH:27]=[CH:26][CH:25]=[CH:24][CH:23]=1)[C:16]1[CH:21]=[CH:20][CH:19]=[CH:18][CH:17]=1)[C:10]([OH:12])=[O:11].C(=O)([O-])[O-].[Na+].[Na+].Cl. Product: [C:1]([NH:8][C@@H:9]([CH2:13][S:14][C:15]([C:28]1[CH:33]=[CH:32][CH:31]=[CH:30][CH:29]=1)([C:16]1[CH:17]=[CH:18][CH:19]=[CH:20][CH:21]=1)[C:22]1[CH:27]=[CH:26][CH:25]=[CH:24][CH:23]=1)[C:10]([OH:12])=[O:11])(=[O:6])[CH2:2][CH2:3][CH:4]=[CH2:5]. The catalyst class is: 30. (5) Reactant: [CH3:1][O:2][C:3]1[CH:21]=[CH:20][C:6]([CH2:7][N:8]2[C:13]3=[N:14][NH:15][CH:16]=[C:12]3[C:11](=[O:17])[N:10]([CH3:18])[C:9]2=[O:19])=[CH:5][CH:4]=1.[Br:22][C:23]1[CH:28]=[CH:27][C:26]([CH2:29]Br)=[CH:25][CH:24]=1.C([O-])([O-])=O.[K+].[K+].O. Product: [Br:22][C:23]1[CH:28]=[CH:27][C:26]([CH2:29][N:15]2[CH:16]=[C:12]3[C:13]([N:8]([CH2:7][C:6]4[CH:5]=[CH:4][C:3]([O:2][CH3:1])=[CH:21][CH:20]=4)[C:9](=[O:19])[N:10]([CH3:18])[C:11]3=[O:17])=[N:14]2)=[CH:25][CH:24]=1. The catalyst class is: 3. (6) Reactant: [Cl:1][C:2]1[C:7]([Cl:8])=[C:6]([S:9](=[O:19])(=[O:18])[NH:10][C@@H:11]([CH2:16][CH3:17])[C:12]([F:15])([F:14])[F:13])[CH:5]=[CH:4][C:3]=1[C:20]1[S:24][C:23]([C:25]([O:27]CC)=O)=[N:22][C:21]=1[CH2:30][N:31]1[CH2:36][CH2:35][CH2:34][C:33]([F:38])([F:37])[CH2:32]1.O.[NH2:40][NH2:41]. Product: [Cl:8][C:7]1[C:2]([Cl:1])=[C:3]([C:20]2[S:24][C:23]([C:25]([NH:40][NH2:41])=[O:27])=[N:22][C:21]=2[CH2:30][N:31]2[CH2:36][CH2:35][CH2:34][C:33]([F:37])([F:38])[CH2:32]2)[CH:4]=[CH:5][C:6]=1[S:9]([NH:10][C@@H:11]([CH2:16][CH3:17])[C:12]([F:13])([F:14])[F:15])(=[O:19])=[O:18]. The catalyst class is: 14. (7) Reactant: [CH3:1][NH:2][CH2:3][CH2:4][O:5][CH3:6].Cl[CH2:8][C:9]1[N:13]=[C:12]([NH:14][CH2:15][C:16]2[CH:21]=[CH:20][C:19]([O:22][CH3:23])=[CH:18][C:17]=2[O:24][CH3:25])[S:11][N:10]=1.C([O-])([O-])=O.[Cs+].[Cs+]. Product: [CH3:25][O:24][C:17]1[CH:18]=[C:19]([O:22][CH3:23])[CH:20]=[CH:21][C:16]=1[CH2:15][NH:14][C:12]1[S:11][N:10]=[C:9]([CH2:8][N:2]([CH2:3][CH2:4][O:5][CH3:6])[CH3:1])[N:13]=1. The catalyst class is: 1. (8) Product: [F:21][C:22]([F:34])([F:35])[C:23]1[CH:24]=[C:25]([NH:26][C:17](=[O:19])[CH2:16][N:11]2[CH2:12][C:13]([CH3:14])([CH3:15])[NH:8][CH2:9][C:10]2=[O:20])[CH:27]=[C:28]([C:30]([F:31])([F:33])[F:32])[CH:29]=1. The catalyst class is: 31. Reactant: C(OC([N:8]1[C:13]([CH3:15])([CH3:14])[CH2:12][N:11]([CH2:16][C:17]([OH:19])=O)[C:10](=[O:20])[CH2:9]1)=O)(C)(C)C.[F:21][C:22]([F:35])([F:34])[C:23]1[CH:24]=[C:25]([CH:27]=[C:28]([C:30]([F:33])([F:32])[F:31])[CH:29]=1)[NH2:26].F[P-](F)(F)(F)(F)F.N1(OC(N(C)C)=[N+](C)C)C2N=CC=CC=2N=N1.CCN(C(C)C)C(C)C.Cl.C([O-])([O-])=O.[K+].[K+]. (9) Reactant: [Cl-].[NH4+].[Cl:3][C:4]1[CH:19]=[CH:18][C:7]([O:8][C:9]2[CH:14]=[CH:13][N:12]=[CH:11][C:10]=2[N+:15]([O-])=O)=[CH:6][CH:5]=1. Product: [Cl:3][C:4]1[CH:19]=[CH:18][C:7]([O:8][C:9]2[CH:14]=[CH:13][N:12]=[CH:11][C:10]=2[NH2:15])=[CH:6][CH:5]=1. The catalyst class is: 190.